From a dataset of Reaction yield outcomes from USPTO patents with 853,638 reactions. Predict the reaction yield, written as a fraction of the theoretical maximum amount of product (1.0 means a 100% yield; for example, 0.34 means a 34% yield). The reactants are [CH3:1][C:2]1[S:6][CH:5]=[N:4][C:3]=1[CH:7]=[O:8].[CH3:9][Mg]Br. The catalyst is C1COCC1. The product is [CH3:1][C:2]1[S:6][CH:5]=[N:4][C:3]=1[CH:7]([OH:8])[CH3:9]. The yield is 0.630.